This data is from Catalyst prediction with 721,799 reactions and 888 catalyst types from USPTO. The task is: Predict which catalyst facilitates the given reaction. (1) Reactant: [F:1][C:2]1[C:3]([NH:19][C@@H:20]2[CH2:25][CH2:24][CH2:23][N:22]([C:26](=[O:29])[CH:27]=[CH2:28])[CH2:21]2)=[N:4][C:5]([NH:8][C:9]2[CH:10]=[C:11]3[C:16](=[CH:17][CH:18]=2)[CH2:15][NH:14][CH2:13][CH2:12]3)=[N:6][CH:7]=1.[C:30]1(=O)[CH2:33][CH2:32][CH2:31]1.C(N(CC)CC)C.C(O[BH-](OC(=O)C)OC(=O)C)(=O)C.[Na+]. Product: [CH:30]1([N:14]2[CH2:13][CH2:12][C:11]3[C:16](=[CH:17][CH:18]=[C:9]([NH:8][C:5]4[N:4]=[C:3]([NH:19][C@@H:20]5[CH2:25][CH2:24][CH2:23][N:22]([C:26](=[O:29])[CH:27]=[CH2:28])[CH2:21]5)[C:2]([F:1])=[CH:7][N:6]=4)[CH:10]=3)[CH2:15]2)[CH2:33][CH2:32][CH2:31]1. The catalyst class is: 34. (2) Reactant: BrC1C=CC(C[O:7][C:8]2[N:12]([C:13]3[CH:18]=[C:17]([C:19]([O:21][CH3:22])=[O:20])[CH:16]=[CH:15][N:14]=3)[N:11]=[CH:10][CH:9]=2)=CC=1.B(Br)(Br)Br.CO.C([O-])(O)=O.[Na+]. Product: [OH:7][C:8]1[N:12]([C:13]2[CH:18]=[C:17]([C:19]([O:21][CH3:22])=[O:20])[CH:16]=[CH:15][N:14]=2)[N:11]=[CH:10][CH:9]=1. The catalyst class is: 2. (3) Reactant: [ClH:1].[C:2]([O:5][C:6]1[S:14][C:13]2[CH2:12][CH2:11][N:10]([CH:15]([C:23]([CH:25]3[CH2:27][CH2:26]3)=[O:24])[C:16]3[CH:21]=[CH:20][CH:19]=[CH:18][C:17]=3[F:22])[CH2:9][C:8]=2[CH:7]=1)(=[O:4])[CH3:3]. Product: [ClH:1].[C:2]([O:5][C:6]1[S:14][C:13]2[CH2:12][CH2:11][N:10]([CH:15]([C:23]([CH:25]3[CH2:27][CH2:26]3)=[O:24])[C:16]3[CH:21]=[CH:20][CH:19]=[CH:18][C:17]=3[F:22])[CH2:9][C:8]=2[CH:7]=1)(=[O:4])[CH3:3]. The catalyst class is: 21. (4) Reactant: [Cl:1][C:2]1[CH:3]=[C:4]([NH:15]C(=O)C)[CH:5]=[CH:6][C:7]=1[S:8]([C:11]([F:14])([F:13])[F:12])(=[O:10])=[O:9].Cl.[OH-].[Na+]. Product: [Cl:1][C:2]1[CH:3]=[C:4]([CH:5]=[CH:6][C:7]=1[S:8]([C:11]([F:14])([F:12])[F:13])(=[O:9])=[O:10])[NH2:15]. The catalyst class is: 6. (5) Reactant: [CH:1]1([CH2:5][NH:6][C@H:7]2[CH2:11][CH2:10][N:9]([C:12]([O:14][C:15]([CH3:18])([CH3:17])[CH3:16])=[O:13])[CH2:8]2)[CH2:4][CH2:3][CH2:2]1.[O:19]([C:26]1[CH:34]=[CH:33][CH:32]=[CH:31][C:27]=1[C:28](Cl)=[O:29])[C:20]1[CH:25]=[CH:24][CH:23]=[CH:22][CH:21]=1.C(N(CC)CC)C. Product: [CH:1]1([CH2:5][N:6]([C:28](=[O:29])[C:27]2[CH:31]=[CH:32][CH:33]=[CH:34][C:26]=2[O:19][C:20]2[CH:25]=[CH:24][CH:23]=[CH:22][CH:21]=2)[C@H:7]2[CH2:11][CH2:10][N:9]([C:12]([O:14][C:15]([CH3:18])([CH3:17])[CH3:16])=[O:13])[CH2:8]2)[CH2:2][CH2:3][CH2:4]1. The catalyst class is: 2. (6) Reactant: [Si:1]([O:8][C@H:9]1[C@@H:13]([O:14][Si:15]([C:18]([CH3:21])([CH3:20])[CH3:19])([CH3:17])[CH3:16])[C@H:12]([N:22]2[CH:27]=[CH:26][C:25](=[O:28])[NH:24][C:23]2=[O:29])[O:11][CH:10]1[C@H:30]([OH:62])[C@@H:31]([C:55]([O:57][C:58]([CH3:61])([CH3:60])[CH3:59])=[O:56])[NH:32][CH2:33][CH2:34][CH2:35][NH:36][C:37](=[O:54])[C@H:38]([CH2:50][CH:51]([CH3:53])[CH3:52])[NH:39]C(=O)OCC1C=CC=CC=1)([C:4]([CH3:7])([CH3:6])[CH3:5])([CH3:3])[CH3:2]. Product: [NH2:39][C@@H:38]([CH2:50][CH:51]([CH3:53])[CH3:52])[C:37]([NH:36][CH2:35][CH2:34][CH2:33][NH:32][C@@H:31]([C@H:30]([CH:10]1[C@@H:9]([O:8][Si:1]([C:4]([CH3:5])([CH3:6])[CH3:7])([CH3:3])[CH3:2])[C@@H:13]([O:14][Si:15]([C:18]([CH3:19])([CH3:20])[CH3:21])([CH3:17])[CH3:16])[C@H:12]([N:22]2[CH:27]=[CH:26][C:25](=[O:28])[NH:24][C:23]2=[O:29])[O:11]1)[OH:62])[C:55]([O:57][C:58]([CH3:59])([CH3:60])[CH3:61])=[O:56])=[O:54]. The catalyst class is: 19. (7) Reactant: [CH3:1][N:2]([CH3:13])[CH2:3][C:4]1[CH:9]=[C:8]([CH3:10])[C:7]([OH:11])=[C:6]([CH3:12])[CH:5]=1.[CH3:14][I:15]. Product: [I-:15].[CH3:13][N+:2]([CH3:14])([CH3:1])[CH2:3][C:4]1[CH:5]=[C:6]([CH3:12])[C:7]([OH:11])=[C:8]([CH3:10])[CH:9]=1. The catalyst class is: 12. (8) Reactant: [CH3:1][C:2]1([CH3:14])[O:6][C:5]2[CH:7]=[CH:8][C:9]([CH:11]=[N:12]O)=[CH:10][C:4]=2[O:3]1.[H-].[H-].[H-].[H-].[Li+].[Al+3].C(OC(=O)C)C.O. Product: [CH3:1][C:2]1([CH3:14])[O:6][C:5]2[CH:7]=[CH:8][C:9]([CH2:11][NH2:12])=[CH:10][C:4]=2[O:3]1. The catalyst class is: 27. (9) Reactant: C(OC(=O)[NH:10][CH:11]([C:15]1[N:16]([CH2:26][C:27]2[CH:32]=[CH:31][CH:30]=[CH:29][CH:28]=2)[C:17](=[O:25])[C:18]2[CH:24]=[N:23][CH:22]=[CH:21][C:19]=2[N:20]=1)[CH:12]([CH3:14])[CH3:13])C1C=CC=CC=1. Product: [NH2:10][CH:11]([C:15]1[N:16]([CH2:26][C:27]2[CH:32]=[CH:31][CH:30]=[CH:29][CH:28]=2)[C:17](=[O:25])[C:18]2[CH:24]=[N:23][CH:22]=[CH:21][C:19]=2[N:20]=1)[CH:12]([CH3:14])[CH3:13]. The catalyst class is: 570. (10) Reactant: Cl.[Cl:2][C:3]1[CH:16]=[CH:15][C:14]2[S:13][C:12]3[C:7](=[CH:8][CH:9]=[CH:10][CH:11]=3)[N:6]([CH2:17][CH2:18][NH2:19])[C:5]=2[CH:4]=1.CCN(CC)CC.[C:27]1([CH3:37])[CH:32]=[CH:31][C:30]([S:33](Cl)(=[O:35])=[O:34])=[CH:29][CH:28]=1. Product: [Cl:2][C:3]1[CH:16]=[CH:15][C:14]2[S:13][C:12]3[C:7](=[CH:8][CH:9]=[CH:10][CH:11]=3)[N:6]([CH2:17][CH2:18][NH:19][S:33]([C:30]3[CH:31]=[CH:32][C:27]([CH3:37])=[CH:28][CH:29]=3)(=[O:35])=[O:34])[C:5]=2[CH:4]=1. The catalyst class is: 3.